This data is from Reaction yield outcomes from USPTO patents with 853,638 reactions. The task is: Predict the reaction yield, written as a fraction of the theoretical maximum amount of product (1.0 means a 100% yield; for example, 0.34 means a 34% yield). The reactants are [Cl:1][C:2]1[CH:7]=[CH:6][C:5]([O:8][CH3:9])=[CH:4][C:3]=1[C:10]1[CH:20]=[C:19]([CH3:21])[C:13]2[N:14]=[C:15]([NH2:18])[N:16]=[N:17][C:12]=2[CH:11]=1.Br[C:23]1[CH:28]=[CH:27][C:26]([S:29]([N:32]2[CH2:37][CH2:36][N:35]([CH3:38])[CH2:34][CH2:33]2)(=[O:31])=[O:30])=[CH:25][CH:24]=1.CC1(C)C2C(=C(P(C3C=CC=CC=3)C3C=CC=CC=3)C=CC=2)OC2C(P(C3C=CC=CC=3)C3C=CC=CC=3)=CC=CC1=2.CC(C)([O-])C.[K+]. The catalyst is O1CCOCC1.C([O-])(=O)C.[Pd+2].C([O-])(=O)C. The product is [Cl:1][C:2]1[CH:7]=[CH:6][C:5]([O:8][CH3:9])=[CH:4][C:3]=1[C:10]1[CH:20]=[C:19]([CH3:21])[C:13]2[N:14]=[C:15]([NH:18][C:23]3[CH:28]=[CH:27][C:26]([S:29]([N:32]4[CH2:37][CH2:36][N:35]([CH3:38])[CH2:34][CH2:33]4)(=[O:30])=[O:31])=[CH:25][CH:24]=3)[N:16]=[N:17][C:12]=2[CH:11]=1. The yield is 0.450.